This data is from Peptide-MHC class I binding affinity with 185,985 pairs from IEDB/IMGT. The task is: Regression. Given a peptide amino acid sequence and an MHC pseudo amino acid sequence, predict their binding affinity value. This is MHC class I binding data. (1) The peptide sequence is KLSGLGFNAV. The MHC is HLA-A02:01 with pseudo-sequence HLA-A02:01. The binding affinity (normalized) is 0.726. (2) The peptide sequence is WKFDSRLAF. The MHC is HLA-A03:01 with pseudo-sequence HLA-A03:01. The binding affinity (normalized) is 0.